Dataset: Full USPTO retrosynthesis dataset with 1.9M reactions from patents (1976-2016). Task: Predict the reactants needed to synthesize the given product. (1) Given the product [NH2:20][C:17]1[CH:18]=[CH:19][C:14]([CH2:13][CH2:12][NH:11][S:8]([C:5]2[CH:6]=[CH:7][C:2]([CH3:1])=[CH:3][CH:4]=2)(=[O:10])=[O:9])=[CH:15][CH:16]=1, predict the reactants needed to synthesize it. The reactants are: [CH3:1][C:2]1[CH:7]=[CH:6][C:5]([S:8]([NH:11][CH2:12][CH2:13][C:14]2[CH:19]=[CH:18][C:17]([N+:20]([O-])=O)=[CH:16][CH:15]=2)(=[O:10])=[O:9])=[CH:4][CH:3]=1. (2) Given the product [CH3:32][O:33][C:34](=[O:43])[C:35]1[CH:40]=[CH:39][CH:38]=[C:37]([CH2:41][NH:1][CH:2]2[CH2:3][CH2:4][CH:5]([CH2:8][NH:9][C:10]3[C:15]([N+:16]([O-:18])=[O:17])=[CH:14][N:13]=[C:12]([NH:19][CH2:20][C:21]4[CH:26]=[CH:25][CH:24]=[CH:23][C:22]=4[O:27][C:28]([F:30])([F:31])[F:29])[N:11]=3)[CH2:6][CH2:7]2)[CH:36]=1, predict the reactants needed to synthesize it. The reactants are: [NH2:1][CH:2]1[CH2:7][CH2:6][CH:5]([CH2:8][NH:9][C:10]2[C:15]([N+:16]([O-:18])=[O:17])=[CH:14][N:13]=[C:12]([NH:19][CH2:20][C:21]3[CH:26]=[CH:25][CH:24]=[CH:23][C:22]=3[O:27][C:28]([F:31])([F:30])[F:29])[N:11]=2)[CH2:4][CH2:3]1.[CH3:32][O:33][C:34](=[O:43])[C:35]1[CH:40]=[CH:39][CH:38]=[C:37]([CH:41]=O)[CH:36]=1.C(O[BH-](OC(=O)C)OC(=O)C)(=O)C.[Na+]. (3) Given the product [C:23]([C:15]1[N:16]=[C:17]2[CH2:22][CH2:21][CH2:20][CH2:19][N:18]2[C:14]=1[CH3:13])#[CH:24], predict the reactants needed to synthesize it. The reactants are: C(N1C(C)=C(I)N=C1CCC)C.[CH3:13][C:14]1[N:18]2[CH2:19][CH2:20][CH2:21][CH2:22][C:17]2=[N:16][C:15]=1[C:23]#[C:24][Si](C)(C)C. (4) Given the product [O:31]=[C:29]1[N:36]([CH2:35][C:34]([F:39])([F:38])[F:33])[N:37]=[C:22]([C:23]([O:25][CH2:26][CH3:2])=[O:24])[CH2:27][CH2:28]1, predict the reactants needed to synthesize it. The reactants are: F[C:2]1C=C(F)C=CC=1CN1C(=O)CCC(C(OC)=O)=N1.O=[C:22]([CH2:27][CH2:28][C:29]([O:31]C)=O)[C:23]([O:25][CH3:26])=[O:24].[F:33][C:34]([F:39])([F:38])[CH2:35][NH:36][NH2:37]. (5) Given the product [Cl:46][C:21]1[CH:22]=[C:23]2[C:18](=[CH:19][CH:20]=1)[NH:17][C:29]1[C:28]([O:30][CH2:48][CH2:49][CH2:50][N:51]3[CH2:56][CH2:55][CH:54]([NH2:57])[CH2:53][CH2:52]3)=[C:27]3[NH:31][C:32]4[CH:33]=[CH:34][C:35]([Cl:38])=[CH:36][C:37]=4[C:26]3=[CH:25][C:24]2=1, predict the reactants needed to synthesize it. The reactants are: N1C2C(=CC=CC=2)C=C1.C([N:17]1[C:29]2[C:28]([OH:30])=[C:27]3[N:31](C(OC(C)(C)C)=O)[C:32]4[CH:33]=[CH:34][C:35]([Cl:38])=[CH:36][C:37]=4[C:26]3=[CH:25][C:24]=2[C:23]2[C:18]1=[CH:19][CH:20]=[C:21]([Cl:46])[CH:22]=2)(OC(C)(C)C)=O.O[CH2:48][CH2:49][CH2:50][N:51]1[CH2:56][CH2:55][CH:54]([NH:57]C(=O)OC(C)(C)C)[CH2:53][CH2:52]1. (6) Given the product [CH3:39][O:40][C:41]1[CH:61]=[CH:60][C:44]([O:45][C:46]2[CH:59]=[CH:58][C:49]([CH2:50][NH:51][C:52]([C:54]3([NH:57][C:36]([C:35]4[C:31]([CH3:30])=[N:32][O:33][CH:34]=4)=[O:38])[CH2:55][CH2:56]3)=[O:53])=[CH:48][CH:47]=2)=[C:43]([C:62]([F:63])([F:64])[F:65])[CH:42]=1, predict the reactants needed to synthesize it. The reactants are: C(N(CC)CC)C.CN(C(ON1N=NC2C=CC=CC1=2)=[N+](C)C)C.[B-](F)(F)(F)F.[CH3:30][C:31]1[C:35]([C:36]([OH:38])=O)=[CH:34][O:33][N:32]=1.[CH3:39][O:40][C:41]1[CH:61]=[CH:60][C:44]([O:45][C:46]2[CH:59]=[CH:58][C:49]([CH2:50][NH:51][C:52]([C:54]3([NH2:57])[CH2:56][CH2:55]3)=[O:53])=[CH:48][CH:47]=2)=[C:43]([C:62]([F:65])([F:64])[F:63])[CH:42]=1. (7) Given the product [NH:33]1[C:41]2[C:36](=[C:37]([C:42]3[CH:50]=[C:49]4[C:45]([CH:46]=[N:47][NH:48]4)=[C:44]([NH:57][C:13]([C:11]4[CH:10]=[CH:9][N:8]=[C:7]([N:2]5[CH2:3][CH2:4][CH2:5][CH2:6]5)[CH:12]=4)=[O:15])[CH:43]=3)[CH:38]=[CH:39][CH:40]=2)[CH:35]=[CH:34]1, predict the reactants needed to synthesize it. The reactants are: Cl.[N:2]1([C:7]2[CH:12]=[C:11]([C:13]([OH:15])=O)[CH:10]=[CH:9][N:8]=2)[CH2:6][CH2:5][CH2:4][CH2:3]1.ClC(N(C)C)=C(C)C.CCN(C(C)C)C(C)C.[NH:33]1[C:41]2[C:36](=[C:37]([C:42]3[CH:43]=[C:44]([NH2:57])[C:45]4[C:49]([CH:50]=3)=[N:48][N:47](C3CCCCO3)[CH:46]=4)[CH:38]=[CH:39][CH:40]=2)[CH:35]=[CH:34]1.CC1C=CC(S(O)(=O)=O)=CC=1.N.